Dataset: Catalyst prediction with 721,799 reactions and 888 catalyst types from USPTO. Task: Predict which catalyst facilitates the given reaction. (1) Reactant: [C:1]([O:5][C:6]([N:8]([CH2:16][CH2:17][C:18]#[N:19])[C:9]([CH3:15])([C:11]([O:13]C)=O)[CH3:10])=[O:7])([CH3:4])([CH3:3])[CH3:2].[H-].[Na+].C(Cl)Cl.CCO. Product: [C:18]([C:17]1[CH2:16][N:8]([C:6]([O:5][C:1]([CH3:2])([CH3:3])[CH3:4])=[O:7])[C:9]([CH3:10])([CH3:15])[C:11]=1[OH:13])#[N:19]. The catalyst class is: 12. (2) Reactant: [OH-].[Na+].[F:3][C:4]1[CH:9]=[CH:8][CH:7]=[CH:6][C:5]=1/[CH:10]=[CH:11]/[C:12]([NH:14][CH2:15][CH2:16][C:17]([O:19]C)=[O:18])=[O:13]. Product: [F:3][C:4]1[CH:9]=[CH:8][CH:7]=[CH:6][C:5]=1/[CH:10]=[CH:11]/[C:12]([NH:14][CH2:15][CH2:16][C:17]([OH:19])=[O:18])=[O:13]. The catalyst class is: 8. (3) Reactant: C[O:2][C:3](=[O:36])[C:4]1[CH:9]=[CH:8][C:7]([N:10]([CH2:23][C:24]2[CH:29]=[CH:28][C:27]([CH:30]3[CH2:35][CH2:34][CH2:33][CH2:32][CH2:31]3)=[CH:26][CH:25]=2)[CH2:11][C:12]2[CH:17]=[CH:16][C:15]([O:18][C:19]([F:22])([F:21])[F:20])=[CH:14][CH:13]=2)=[CH:6][CH:5]=1.[OH-].[Na+].C(O)(=O)C. Product: [CH:30]1([C:27]2[CH:28]=[CH:29][C:24]([CH2:23][N:10]([CH2:11][C:12]3[CH:13]=[CH:14][C:15]([O:18][C:19]([F:22])([F:21])[F:20])=[CH:16][CH:17]=3)[C:7]3[CH:8]=[CH:9][C:4]([C:3]([OH:36])=[O:2])=[CH:5][CH:6]=3)=[CH:25][CH:26]=2)[CH2:31][CH2:32][CH2:33][CH2:34][CH2:35]1. The catalyst class is: 8. (4) The catalyst class is: 2. Reactant: F[P-](F)(F)(F)(F)F.[N:8]1(OC(N(C)C)=[N+](C)C)C2N=CC=CC=2N=N1.[CH3:25][C:26]1([CH3:34])[C:28]([CH3:30])([CH3:29])[CH:27]1[C:31]([OH:33])=[O:32].[CH2:35]([N:42]1[CH2:56][CH2:55][N:45]2[C:46]3[N:54]=[CH:53][CH:52]=[CH:51][C:47]=3[NH:48][CH2:49][CH2:50][CH:44]2[CH2:43]1)[C:36]1[CH:41]=[CH:40][CH:39]=[CH:38][CH:37]=1.C(N(C(C)C)CC)(C)C. Product: [C:31]([O-:33])(=[O:32])[CH3:27].[NH4+:8].[CH2:35]([N:42]1[CH2:56][CH2:55][N:45]2[C:46]3[N:54]=[CH:53][CH:52]=[CH:51][C:47]=3[N:48]([C:31]([CH:27]3[C:28]([CH3:29])([CH3:30])[C:26]3([CH3:25])[CH3:34])=[O:33])[CH2:49][CH2:50][CH:44]2[CH2:43]1)[C:36]1[CH:41]=[CH:40][CH:39]=[CH:38][CH:37]=1. (5) Product: [C:15]([C:19]1[CH:20]=[CH:21][C:22]([NH:25][C:26]2[CH:31]=[C:30]([O:10][CH2:9][C:4]3[CH:5]=[CH:6][CH:7]=[CH:8][C:3]=3[C:2]([F:11])([F:12])[F:1])[N:29]=[C:28]([NH2:33])[N:27]=2)=[CH:23][CH:24]=1)([CH3:18])([CH3:16])[CH3:17]. The catalyst class is: 1. Reactant: [F:1][C:2]([F:12])([F:11])[C:3]1[CH:8]=[CH:7][CH:6]=[CH:5][C:4]=1[CH2:9][OH:10].[H-].[Na+].[C:15]([C:19]1[CH:24]=[CH:23][C:22]([NH:25][C:26]2[CH:31]=[C:30](Cl)[N:29]=[C:28]([NH2:33])[N:27]=2)=[CH:21][CH:20]=1)([CH3:18])([CH3:17])[CH3:16].